Predict the product of the given reaction. From a dataset of Forward reaction prediction with 1.9M reactions from USPTO patents (1976-2016). (1) Given the reactants [CH2:1]([CH2:7][CH2:8][O:9][C:10](=[O:13])[CH:11]=[CH2:12])[CH2:2][CH2:3][CH2:4]CC.[CH:14]([N:16]1[CH2:20][CH2:19][CH2:18][C:17]1=[O:21])=[CH2:15].[CH2:22](OC(=O)C)[CH3:23].C(OOC(=O)CCCCCCCCCCC)(=O)CCCCCCCCCCC, predict the reaction product. The product is: [CH:14]([N:16]1[CH2:20][CH2:19][CH2:18][C:17]1=[O:21])=[CH2:15].[CH2:22]([CH:7]([CH2:1][CH2:2][CH2:3][CH3:4])[CH2:8][O:9][C:10](=[O:13])[CH:11]=[CH2:12])[CH3:23]. (2) Given the reactants Br[C:2]1[CH:3]=[C:4]2[C:9](=[CH:10][CH:11]=1)[N:8]=[C:7]([NH:12][C@@H:13]1[CH2:17][CH2:16][CH2:15][C@@H:14]1[NH:18][C:19](=[O:25])[O:20][C:21]([CH3:24])([CH3:23])[CH3:22])[N:6]=[CH:5]2.[CH3:26][O:27][C:28]1[CH:29]=[C:30]([CH:34]=[C:35](B2OC(C)(C)C(C)(C)O2)[CH:36]=1)[C:31]([OH:33])=[O:32].P([O-])([O-])([O-])=O.[K+].[K+].[K+].O1CCOC[CH2:55]1.O, predict the reaction product. The product is: [CH3:55][C:29]1[C:28]([O:27][CH3:26])=[C:36]([C:2]2[CH:3]=[C:4]3[C:9](=[CH:10][CH:11]=2)[N:8]=[C:7]([NH:12][C@@H:13]2[CH2:17][CH2:16][CH2:15][C@@H:14]2[NH:18][C:19]([O:20][C:21]([CH3:22])([CH3:24])[CH3:23])=[O:25])[N:6]=[CH:5]3)[CH:35]=[CH:34][C:30]=1[C:31]([OH:33])=[O:32].